Dataset: Reaction yield outcomes from USPTO patents with 853,638 reactions. Task: Predict the reaction yield, written as a fraction of the theoretical maximum amount of product (1.0 means a 100% yield; for example, 0.34 means a 34% yield). (1) The reactants are [O:1]1[C:5]2([CH2:10][CH2:9][S:8][CH2:7][CH:6]2[C:11]([O:13]C)=[O:12])[O:4][CH2:3][CH2:2]1.[OH-].[K+]. The catalyst is C(O)C. The product is [O:4]1[C:5]2([CH2:10][CH2:9][S:8][CH2:7][CH:6]2[C:11]([OH:13])=[O:12])[O:1][CH2:2][CH2:3]1. The yield is 0.630. (2) The reactants are [F:1][C:2]([F:18])([F:17])[C:3]1[O:7][N:6]=[C:5]([C:8]2[S:12][C:11]([C:13]([OH:15])=O)=[CH:10][CH:9]=2)[C:4]=1[CH3:16].[CH3:19][NH:20][C:21]([C@@H:23]1[CH2:28][CH2:27][CH2:26][NH:25][CH2:24]1)=[O:22].C1COCC1. The catalyst is C(N(CC)CC)C. The product is [CH3:19][NH:20][C:21]([C@@H:23]1[CH2:28][CH2:27][CH2:26][N:25]([C:13]([C:11]2[S:12][C:8]([C:5]3[C:4]([CH3:16])=[C:3]([C:2]([F:1])([F:18])[F:17])[O:7][N:6]=3)=[CH:9][CH:10]=2)=[O:15])[CH2:24]1)=[O:22]. The yield is 0.860. (3) The reactants are Cl[CH2:2][C:3]([C:5]1[CH:10]=[C:9]([Cl:11])[CH:8]=[CH:7][C:6]=1[OH:12])=[O:4].C([O-])(=O)C.[Na+]. The catalyst is C(O)C. The product is [Cl:11][C:9]1[CH:8]=[CH:7][C:6]2[O:12][CH2:2][C:3](=[O:4])[C:5]=2[CH:10]=1. The yield is 0.750.